From a dataset of Full USPTO retrosynthesis dataset with 1.9M reactions from patents (1976-2016). Predict the reactants needed to synthesize the given product. (1) Given the product [CH3:1][O:2][C:3]1[C:12]([NH:13][C:14]([N:33]2[CH2:32][CH2:31][N:30]([C:26]3[CH:27]=[CH:28][CH:29]=[C:24]([Br:23])[CH:25]=3)[CH2:35][CH2:34]2)=[O:18])=[N:11][C:10]2[C:5](=[CH:6][C:7]([O:21][CH3:22])=[C:8]([O:19][CH3:20])[CH:9]=2)[N:4]=1, predict the reactants needed to synthesize it. The reactants are: [CH3:1][O:2][C:3]1[C:12]([NH:13][C:14](=[O:18])OCC)=[N:11][C:10]2[C:5](=[CH:6][C:7]([O:21][CH3:22])=[C:8]([O:19][CH3:20])[CH:9]=2)[N:4]=1.[Br:23][C:24]1[CH:25]=[C:26]([N:30]2[CH2:35][CH2:34][NH:33][CH2:32][CH2:31]2)[CH:27]=[CH:28][CH:29]=1. (2) Given the product [CH2:31]([N:30]([CH2:35][CH3:34])[CH2:26][C:27]([NH:1][C:2]1[CH:7]=[CH:6][CH:5]=[CH:4][C:3]=1[S:8]([NH:11][C:12]1[CH:21]=[CH:20][C:19]2[CH2:18][CH2:17][CH2:16][CH2:15][C:14]=2[C:13]=1[C:22]([OH:24])=[O:23])(=[O:10])=[O:9])=[O:28])[CH3:32], predict the reactants needed to synthesize it. The reactants are: [NH2:1][C:2]1[CH:7]=[CH:6][CH:5]=[CH:4][C:3]=1[S:8]([NH:11][C:12]1[CH:21]=[CH:20][C:19]2[CH2:18][CH2:17][CH2:16][CH2:15][C:14]=2[C:13]=1[C:22]([OH:24])=[O:23])(=[O:10])=[O:9].Cl[CH2:26][C:27](Cl)=[O:28].[N:30]1[CH:35]=[CH:34]C=[CH:32][CH:31]=1.C(NCC)C. (3) Given the product [C:2]([C:5]1[CH:6]=[CH:7][C:8]([O:31][CH2:32][CH:33]2[CH2:34][CH2:35]2)=[C:9]([C:11]2[C:12]3[NH:19][C:18]([CH3:20])=[C:17]([C:21]([NH:23][C@H:24]4[CH2:29][CH2:28][C@H:27]([NH:30][C:41](=[O:42])[C@@H:40]([OH:39])[CH3:44])[CH2:26][CH2:25]4)=[O:22])[C:13]=3[N:14]=[CH:15][N:16]=2)[CH:10]=1)(=[O:4])[CH3:3], predict the reactants needed to synthesize it. The reactants are: Cl.[C:2]([C:5]1[CH:6]=[CH:7][C:8]([O:31][CH2:32][CH:33]2[CH2:35][CH2:34]2)=[C:9]([C:11]2[C:12]3[NH:19][C:18]([CH3:20])=[C:17]([C:21]([NH:23][C@H:24]4[CH2:29][CH2:28][C@H:27]([NH2:30])[CH2:26][CH2:25]4)=[O:22])[C:13]=3[N:14]=[CH:15][N:16]=2)[CH:10]=1)(=[O:4])[CH3:3].C([O:39][C@@H:40]([CH3:44])[C:41](Cl)=[O:42])(=O)C.